This data is from Forward reaction prediction with 1.9M reactions from USPTO patents (1976-2016). The task is: Predict the product of the given reaction. (1) Given the reactants [CH3:1][C:2]1[CH:7]=[C:6]([CH3:8])[CH:5]=[CH:4][C:3]=1[CH2:9][N:10]1[C:15](=[O:16])[C:14]([C:17]([NH:19][CH2:20][C:21]([O:23]CC)=[O:22])=[O:18])=[C:13]([OH:26])[C:12]([C:27]([O:29]C)=O)=[C:11]1[OH:31].[CH2:32]([NH2:36])[CH2:33][CH2:34][CH3:35], predict the reaction product. The product is: [CH2:32]([NH:36][C:27]([C:12]1[C:13]([OH:26])=[C:14]([C:17]([NH:19][CH2:20][C:21]([OH:23])=[O:22])=[O:18])[C:15](=[O:16])[N:10]([CH2:9][C:3]2[CH:4]=[CH:5][C:6]([CH3:8])=[CH:7][C:2]=2[CH3:1])[C:11]=1[OH:31])=[O:29])[CH2:33][CH2:34][CH3:35]. (2) Given the reactants [NH2:1][C:2]1[CH:7]=[CH:6][C:5]([CH:8]([CH2:17][CH:18]2[CH2:22][CH2:21][CH2:20][CH2:19]2)[C:9]([NH:11][C:12]2[S:13][CH:14]=[CH:15][N:16]=2)=[O:10])=[CH:4][CH:3]=1.[F:23][C:24]([F:30])([F:29])[S:25](Cl)(=[O:27])=[O:26], predict the reaction product. The product is: [CH:18]1([CH2:17][CH:8]([C:5]2[CH:4]=[CH:3][C:2]([NH:1][S:25]([C:24]([F:30])([F:29])[F:23])(=[O:27])=[O:26])=[CH:7][CH:6]=2)[C:9]([NH:11][C:12]2[S:13][CH:14]=[CH:15][N:16]=2)=[O:10])[CH2:22][CH2:21][CH2:20][CH2:19]1. (3) Given the reactants Br[C:2]1[CH:3]=[CH:4][C:5]([CH:32]=[O:33])=[C:6]([N:8]2[CH2:13][CH2:12][CH:11]([CH2:14][O:15][C:16]3[CH:21]=[C:20]([CH:22]([CH:29]4[CH2:31][CH2:30]4)[CH2:23][C:24]([O:26][CH2:27][CH3:28])=[O:25])[CH:19]=[CH:18][N:17]=3)[CH2:10][CH2:9]2)[CH:7]=1.[CH3:34][S:35]([O-:37])=[O:36].[Na+], predict the reaction product. The product is: [CH:29]1([CH:22]([C:20]2[CH:19]=[CH:18][N:17]=[C:16]([O:15][CH2:14][CH:11]3[CH2:12][CH2:13][N:8]([C:6]4[CH:7]=[C:2]([S:35]([CH3:34])(=[O:37])=[O:36])[CH:3]=[CH:4][C:5]=4[CH:32]=[O:33])[CH2:9][CH2:10]3)[CH:21]=2)[CH2:23][C:24]([O:26][CH2:27][CH3:28])=[O:25])[CH2:31][CH2:30]1. (4) The product is: [NH2:17][C:16]1[C:11]([NH:10][C:7]2[CH:8]=[CH:9][C:4]([O:3][CH2:1][CH3:2])=[CH:5][CH:6]=2)=[N:12][C:13]([NH:20][C:21]2[CH:22]=[N:23][N:24]([CH:26]3[CH2:31][CH2:30][CH:29]([NH:32][C:33](=[O:39])[O:34][C:35]([CH3:38])([CH3:37])[CH3:36])[CH2:28][CH2:27]3)[CH:25]=2)=[N:14][CH:15]=1. Given the reactants [CH2:1]([O:3][C:4]1[CH:9]=[CH:8][C:7]([NH:10][C:11]2[C:16]([N+:17]([O-])=O)=[CH:15][N:14]=[C:13]([NH:20][C:21]3[CH:22]=[N:23][N:24]([CH:26]4[CH2:31][CH2:30][CH:29]([NH:32][C:33](=[O:39])[O:34][C:35]([CH3:38])([CH3:37])[CH3:36])[CH2:28][CH2:27]4)[CH:25]=3)[N:12]=2)=[CH:6][CH:5]=1)[CH3:2], predict the reaction product. (5) Given the reactants [CH3:1][O:2][C:3]1[CH:4]=[C:5]2[C:14](=[CH:15][CH:16]=1)[N:13]=[CH:12][C:11]1[O:10][CH2:9][CH:8]([C@H:17]3[CH2:22][CH2:21][C@H:20]([NH:23][C:24](=O)[OH:25])[CH2:19][CH2:18]3)[CH2:7][C:6]2=1.[O:27]=[C:28]1[CH2:33][S:32][C:31]2[CH:34]=[CH:35][C:36](C(O)=O)=[N:37][C:30]=2[NH:29]1, predict the reaction product. The product is: [CH3:1][O:2][C:3]1[CH:4]=[C:5]2[C:14](=[CH:15][CH:16]=1)[N:13]=[CH:12][C:11]1[O:10][CH2:9][CH:8]([C@H:17]3[CH2:22][CH2:21][C@H:20]([NH:23][C:24]([C:36]4[CH:35]=[CH:34][C:31]5[S:32][CH2:33][C:28](=[O:27])[NH:29][C:30]=5[N:37]=4)=[O:25])[CH2:19][CH2:18]3)[CH2:7][C:6]2=1.